From a dataset of hERG potassium channel inhibition data for cardiac toxicity prediction from Karim et al.. Regression/Classification. Given a drug SMILES string, predict its toxicity properties. Task type varies by dataset: regression for continuous values (e.g., LD50, hERG inhibition percentage) or binary classification for toxic/non-toxic outcomes (e.g., AMES mutagenicity, cardiotoxicity, hepatotoxicity). Dataset: herg_karim. The drug is COc1ccc(-c2nc3cc(F)c(F)cc3n2C(C(=O)NC2CCC(C(=O)O)CC2)C2CCCCC2)c(OC)n1. The result is 0 (non-blocker).